This data is from Full USPTO retrosynthesis dataset with 1.9M reactions from patents (1976-2016). The task is: Predict the reactants needed to synthesize the given product. (1) The reactants are: [Br:1]N1C(=O)CCC1=O.[CH3:9][C:10]1[CH:14]=[C:13]([NH:15][S:16]([C:19]2[CH:24]=[CH:23][C:22]([C:25]3[CH:30]=[CH:29][C:28]([CH3:31])=[CH:27][CH:26]=3)=[CH:21][CH:20]=2)(=[O:18])=[O:17])[O:12][N:11]=1. Given the product [Br:1][C:14]1[C:10]([CH3:9])=[N:11][O:12][C:13]=1[NH:15][S:16]([C:19]1[CH:20]=[CH:21][C:22]([C:25]2[CH:30]=[CH:29][C:28]([CH3:31])=[CH:27][CH:26]=2)=[CH:23][CH:24]=1)(=[O:18])=[O:17], predict the reactants needed to synthesize it. (2) Given the product [CH3:1][C:2]1[CH:10]=[C:9]([N+:11]([O-:13])=[O:12])[C:8]([CH3:14])=[CH:7][C:3]=1[C:4]([O:6][CH3:19])=[O:5], predict the reactants needed to synthesize it. The reactants are: [CH3:1][C:2]1[CH:10]=[C:9]([N+:11]([O-:13])=[O:12])[C:8]([CH3:14])=[CH:7][C:3]=1[C:4]([OH:6])=[O:5].S(Cl)(Cl)=O.[CH3:19]O. (3) Given the product [CH3:43][C:44]1[CH:45]=[C:46]([NH:47][C:24]([NH:21][C:14]2[S:15][C:11]([C:6]3[CH:7]=[CH:8][CH:9]=[C:10]4[C:5]=3[CH2:4][NH:3][C:2]4=[O:1])=[CH:12][CH:13]=2)=[O:33])[CH:48]=[CH:49][CH:50]=1, predict the reactants needed to synthesize it. The reactants are: [O:1]=[C:2]1[C:10]2[C:5](=[C:6]([C:11]3[S:15][C:14](C(O)=O)=[CH:13][CH:12]=3)[CH:7]=[CH:8][CH:9]=2)[CH2:4][NH:3]1.C([N:21]([CH2:24]C)CC)C.C1(P(N=[N+]=[N-])(C2C=CC=CC=2)=[O:33])C=CC=CC=1.[CH3:43][C:44]1[CH:45]=[C:46]([CH:48]=[CH:49][CH:50]=1)[NH2:47]. (4) The reactants are: [F:1][C:2]1[CH:10]=[C:9]([OH:11])[C:8]([O:12][CH:13]([CH3:15])[CH3:14])=[CH:7][C:3]=1[C:4]([OH:6])=[O:5].S(=O)(=O)(O)O.[CH3:21]O. Given the product [CH3:21][O:5][C:4](=[O:6])[C:3]1[CH:7]=[C:8]([O:12][CH:13]([CH3:15])[CH3:14])[C:9]([OH:11])=[CH:10][C:2]=1[F:1], predict the reactants needed to synthesize it. (5) Given the product [NH2:39][C:38]1[CH:37]=[C:36]([C:2]2[CH:3]=[CH:4][CH:5]=[C:6]3[C:11]=2[N:10]=[C:9]([NH:12][C:13]2[CH:18]=[CH:17][C:16]([N:19]4[CH2:24][CH2:23][N:22]([CH3:25])[CH2:21][CH2:20]4)=[CH:15][C:14]=2[O:26][CH3:27])[N:8]=[CH:7]3)[CH:42]=[CH:41][CH:40]=1, predict the reactants needed to synthesize it. The reactants are: Br[C:2]1[CH:3]=[CH:4][CH:5]=[C:6]2[C:11]=1[N:10]=[C:9]([NH:12][C:13]1[CH:18]=[CH:17][C:16]([N:19]3[CH2:24][CH2:23][N:22]([CH3:25])[CH2:21][CH2:20]3)=[CH:15][C:14]=1[O:26][CH3:27])[N:8]=[CH:7]2.CC1(C)C(C)(C)OB([C:36]2[CH:37]=[C:38]([CH:40]=[CH:41][CH:42]=2)[NH2:39])O1.C([O-])([O-])=O.[Na+].[Na+]. (6) Given the product [N:12]1([CH2:15][CH2:16][O:17][C:18]2[CH:23]=[C:22]([CH2:24][OH:25])[N:21]=[C:20]([CH2:26][OH:27])[CH:19]=2)[CH2:13][CH2:14][NH:9][CH2:10][CH2:11]1, predict the reactants needed to synthesize it. The reactants are: Cl.C(OC([N:9]1[CH2:14][CH2:13][N:12]([CH2:15][CH2:16][O:17][C:18]2[CH:23]=[C:22]([CH2:24][OH:25])[N:21]=[C:20]([CH2:26][OH:27])[CH:19]=2)[CH2:11][CH2:10]1)=O)(C)(C)C. (7) Given the product [CH3:14][O:16][CH2:11][O:12][C:2]1[CH:3]=[CH:4][CH:5]=[CH:6][N:1]=1, predict the reactants needed to synthesize it. The reactants are: [N:1]1[CH:6]=[CH:5][CH:4]=[C:3](O)[CH:2]=1.CN([CH:11]=[O:12])C.C[C:14](C)([O-:16])C.[K+].COCCl.